Dataset: Forward reaction prediction with 1.9M reactions from USPTO patents (1976-2016). Task: Predict the product of the given reaction. (1) Given the reactants [NH2:1][C:2]1[C:10]2[C:5](=[N:6][C:7]([CH3:15])=[CH:8][C:9]=2[C:11]([F:14])([F:13])[F:12])[S:4][C:3]=1[C:16]([OH:18])=O.CN(C(ON1N=NC2C=CC=NC1=2)=[N+](C)C)C.F[P-](F)(F)(F)(F)F.CCN(C(C)C)C(C)C.[CH3:52][O:53][C:54]1[CH:59]=[CH:58][CH:57]=[CH:56][C:55]=1[CH2:60][CH2:61][NH2:62], predict the reaction product. The product is: [NH2:1][C:2]1[C:10]2[C:5](=[N:6][C:7]([CH3:15])=[CH:8][C:9]=2[C:11]([F:12])([F:13])[F:14])[S:4][C:3]=1[C:16]([NH:62][CH2:61][CH2:60][C:55]1[CH:56]=[CH:57][CH:58]=[CH:59][C:54]=1[O:53][CH3:52])=[O:18]. (2) Given the reactants Br[CH2:2][CH2:3][N:4]1[C:12](=[O:13])[C:11]2[C:6](=[CH:7][CH:8]=[CH:9][CH:10]=2)[C:5]1=[O:14].[P:15]([O:22]CC)([O:19][CH2:20][CH3:21])[O:16][CH2:17][CH3:18], predict the reaction product. The product is: [O:14]=[C:5]1[C:6]2[C:11](=[CH:10][CH:9]=[CH:8][CH:7]=2)[C:12](=[O:13])[N:4]1[CH2:3][CH2:2][P:15](=[O:22])([O:19][CH2:20][CH3:21])[O:16][CH2:17][CH3:18]. (3) Given the reactants [F:1][C:2]1[C:3]([F:25])=[CH:4][C:5]2[S:9][C:8]([NH:10][C:11]3[N:15]([CH3:16])[C:14]4[CH:17]=[CH:18][C:19]([C:21](O)=[O:22])=[CH:20][C:13]=4[N:12]=3)=[N:7][C:6]=2[CH:24]=1.[CH2:26]([O:28][CH2:29][CH2:30][NH2:31])[CH3:27].CN(C(ON1N=NC2C=CC=CC1=2)=[N+](C)C)C.F[P-](F)(F)(F)(F)F.CCN(C(C)C)C(C)C, predict the reaction product. The product is: [CH2:26]([O:28][CH2:29][CH2:30][NH:31][C:21]([C:19]1[CH:18]=[CH:17][C:14]2[N:15]([CH3:16])[C:11]([NH:10][C:8]3[S:9][C:5]4[CH:4]=[C:3]([F:25])[C:2]([F:1])=[CH:24][C:6]=4[N:7]=3)=[N:12][C:13]=2[CH:20]=1)=[O:22])[CH3:27]. (4) Given the reactants [CH2:1]([N:4]1[CH2:12][C:11]2[C:6](=[CH:7][CH:8]=[C:9]([NH2:13])[CH:10]=2)[CH2:5]1)[C:2]#[CH:3].Cl[C:15]1[N:20]=[C:19]([NH:21][C@@H:22]2[CH2:27][CH2:26][CH2:25][N:24]([C:28](=[O:31])[CH:29]=[CH2:30])[CH2:23]2)[C:18]([F:32])=[CH:17][N:16]=1.CN(C1C(C2C(P(C3CCCCC3)C3CCCCC3)=CC=CC=2)=CC=CC=1)C.C([O-])([O-])=O.[Cs+].[Cs+], predict the reaction product. The product is: [F:32][C:18]1[C:19]([NH:21][C@@H:22]2[CH2:27][CH2:26][CH2:25][N:24]([C:28](=[O:31])[CH:29]=[CH2:30])[CH2:23]2)=[N:20][C:15]([NH:13][C:9]2[CH:10]=[C:11]3[C:6](=[CH:7][CH:8]=2)[CH2:5][N:4]([CH2:1][C:2]#[CH:3])[CH2:12]3)=[N:16][CH:17]=1. (5) Given the reactants [CH3:1][C:2]1([CH3:10])[O:6][C@@H:5]([C@H:7]([OH:9])[CH3:8])[CH2:4][O:3]1.[H-].[Na+].[Cl:13][C:14]1[CH:19]=[C:18](Cl)[N:17]=[C:16]([S:21][CH2:22][C:23]2[CH:28]=[CH:27][CH:26]=[C:25]([F:29])[C:24]=2[F:30])[N:15]=1, predict the reaction product. The product is: [Cl:13][C:14]1[CH:19]=[C:18]([O:9][C@@H:7]([C@H:5]2[CH2:4][O:3][C:2]([CH3:10])([CH3:1])[O:6]2)[CH3:8])[N:17]=[C:16]([S:21][CH2:22][C:23]2[CH:28]=[CH:27][CH:26]=[C:25]([F:29])[C:24]=2[F:30])[N:15]=1. (6) Given the reactants [CH:1]([C:4]1[CH:10]=[CH:9][CH:8]=[C:7]([CH:11]([CH3:13])[CH3:12])[C:5]=1[NH2:6])([CH3:3])[CH3:2].C([N:16]([CH2:19][CH3:20])[CH2:17][CH3:18])C.[C:21]1([CH3:27])[CH:26]=[CH:25][CH:24]=[CH:23][CH:22]=1, predict the reaction product. The product is: [CH:11]([C:7]1[CH:8]=[CH:9][CH:10]=[C:4]([CH:1]([CH3:3])[CH3:2])[C:5]=1[NH:6][C:19](=[N:16][C:17]1[C:18]([CH:9]([CH3:10])[CH3:8])=[CH:23][CH:24]=[CH:25][C:26]=1[CH:21]([CH3:22])[CH3:27])[C:20]1[CH:7]=[CH:5][CH:4]=[CH:1][CH:2]=1)([CH3:13])[CH3:12]. (7) Given the reactants [ClH:1].[CH2:2]([O:9][C:10](=[O:16])[C@@H:11]([NH2:15])[CH:12]([CH3:14])[CH3:13])[C:3]1[CH:8]=[CH:7][CH:6]=[CH:5][CH:4]=1.[CH:17](N(C(C)C)CC)(C)[CH3:18].C(=O)C.[B-].[Na+], predict the reaction product. The product is: [ClH:1].[CH2:2]([O:9][C:10](=[O:16])[C@@H:11]([NH:15][CH2:17][CH3:18])[CH:12]([CH3:14])[CH3:13])[C:3]1[CH:8]=[CH:7][CH:6]=[CH:5][CH:4]=1. (8) The product is: [N:1]1[C:10]2[C:5](=[CH:6][C:7]([O:11][C:19](=[O:20])[NH:18][CH2:12][CH2:13][CH2:14][CH2:15][CH2:16][CH3:17])=[CH:8][CH:9]=2)[CH:4]=[CH:3][CH:2]=1. Given the reactants [N:1]1[C:10]2[C:5](=[CH:6][C:7]([OH:11])=[CH:8][CH:9]=2)[CH:4]=[CH:3][CH:2]=1.[CH2:12]([N:18]=[C:19]=[O:20])[CH2:13][CH2:14][CH2:15][CH2:16][CH3:17].N1C=CC=CC=1, predict the reaction product. (9) Given the reactants F[C:2]1[CH:9]=[CH:8][C:5]([C:6]#[N:7])=[CH:4][CH:3]=1.C(=O)([O-])[O-].[K+].[K+].[OH:16][C:17]1[CH:18]=[C:19]([CH:22]=[CH:23][CH:24]=1)[CH:20]=[O:21], predict the reaction product. The product is: [CH:20]([C:19]1[CH:18]=[C:17]([CH:24]=[CH:23][CH:22]=1)[O:16][C:2]1[CH:9]=[CH:8][C:5]([C:6]#[N:7])=[CH:4][CH:3]=1)=[O:21]. (10) Given the reactants Br[C:2]1[CH:7]=[C:6]([N+:8]([O-:10])=[O:9])[C:5]([NH:11][CH:12]=[O:13])=[C:4]([F:14])[CH:3]=1.[F:15][C:16]([F:27])([F:26])[C:17]1[CH:22]=[CH:21][C:20](B(O)O)=[CH:19][CH:18]=1.C(=O)(O)[O-].[Na+], predict the reaction product. The product is: [F:14][C:4]1[CH:3]=[C:2]([C:20]2[CH:21]=[CH:22][C:17]([C:16]([F:27])([F:26])[F:15])=[CH:18][CH:19]=2)[CH:7]=[C:6]([N+:8]([O-:10])=[O:9])[C:5]=1[NH:11][CH:12]=[O:13].